From a dataset of Buchwald-Hartwig C-N cross coupling reaction yields with 55,370 reactions. Predict the reaction yield, written as a fraction of the theoretical maximum amount of product (1.0 means a 100% yield; for example, 0.34 means a 34% yield). (1) No catalyst specified. The yield is 0. The product is CCc1ccc(Nc2ccc(C)cc2)cc1. The reactants are CCc1ccc(I)cc1.Cc1ccc(N)cc1.O=S(=O)(O[Pd]1c2ccccc2-c2ccccc2N~1)C(F)(F)F.CC(C)c1cc(C(C)C)c(-c2ccccc2P(C2CCCCC2)C2CCCCC2)c(C(C)C)c1.CCN=P(N=P(N(C)C)(N(C)C)N(C)C)(N(C)C)N(C)C.CCOC(=O)c1ccon1. (2) The reactants are CCc1ccc(Cl)cc1.Cc1ccc(N)cc1.O=S(=O)(O[Pd]1c2ccccc2-c2ccccc2N~1)C(F)(F)F.COc1ccc(OC)c(P([C@]23C[C@H]4C[C@H](C[C@H](C4)C2)C3)[C@]23C[C@H]4C[C@H](C[C@H](C4)C2)C3)c1-c1c(C(C)C)cc(C(C)C)cc1C(C)C.CN(C)C(=NC(C)(C)C)N(C)C.COC(=O)c1cc(-c2cccs2)on1. No catalyst specified. The product is CCc1ccc(Nc2ccc(C)cc2)cc1. The yield is 0.00526.